From a dataset of Catalyst prediction with 721,799 reactions and 888 catalyst types from USPTO. Predict which catalyst facilitates the given reaction. (1) Reactant: [OH:1][CH:2]1[CH:6]([O:7][CH2:8][C:9]2[CH:14]=[CH:13][CH:12]=[C:11]([C:15]([O:17][CH3:18])=[O:16])[CH:10]=2)[CH2:5][N:4]([C:19](=[O:26])[C@H:20]([CH2:22][CH:23]([CH3:25])[CH3:24])[NH2:21])[CH2:3]1.C(N(CC)CC)C.Cl[C:35]([O:37][CH2:38][C:39]1[CH:44]=[CH:43][CH:42]=[CH:41][CH:40]=1)=[O:36]. Product: [OH:1][CH:2]1[CH:6]([O:7][CH2:8][C:9]2[CH:14]=[CH:13][CH:12]=[C:11]([C:15]([O:17][CH3:18])=[O:16])[CH:10]=2)[CH2:5][N:4]([C:19](=[O:26])[C@H:20]([CH2:22][CH:23]([CH3:24])[CH3:25])[NH:21][C:35]([O:37][CH2:38][C:39]2[CH:44]=[CH:43][CH:42]=[CH:41][CH:40]=2)=[O:36])[CH2:3]1. The catalyst class is: 4. (2) Reactant: [CH2:1]([O:3][P:4]([CH:9]([P:18]([O:23][CH2:24][CH3:25])([O:20][CH2:21][CH3:22])=[O:19])[CH2:10][C:11]([O:13]C(C)(C)C)=[O:12])([O:6][CH2:7][CH3:8])=[O:5])[CH3:2]. Product: [CH2:21]([O:20][P:18]([CH:9]([P:4]([O:6][CH2:7][CH3:8])([O:3][CH2:1][CH3:2])=[O:5])[CH2:10][C:11]([OH:13])=[O:12])([O:23][CH2:24][CH3:25])=[O:19])[CH3:22]. The catalyst class is: 67. (3) Reactant: [CH3:1][O:2][C:3]1[C:8]2[N:9]=[C:10]([NH2:12])[S:11][C:7]=2[C:6]([C:13]2[NH:17][N:16]=[N:15][N:14]=2)=[CH:5][CH:4]=1.[F:18][C:19]1[CH:27]=[CH:26][C:22]([C:23](Cl)=[O:24])=[CH:21][CH:20]=1. Product: [F:18][C:19]1[CH:27]=[CH:26][C:22]([C:23]([NH:12][C:10]2[S:11][C:7]3[C:6]([C:13]4[NH:14][N:15]=[N:16][N:17]=4)=[CH:5][CH:4]=[C:3]([O:2][CH3:1])[C:8]=3[N:9]=2)=[O:24])=[CH:21][CH:20]=1. The catalyst class is: 17. (4) Reactant: NC1C=C2C(C=CC=C2C2CCCN2C)=CC=1.[NH2:18][C:19]1[CH:28]=[C:27]2[C:22]([CH:23]=[CH:24][CH:25]=[C:26]2[CH:29]2[CH2:33][CH2:32][N:31]([CH3:34])[CH2:30]2)=[CH:21][CH:20]=1.C(N(CC)CC)C.[C:42](Cl)(=[O:49])[C:43]1[CH:48]=[CH:47][CH:46]=[CH:45][CH:44]=1. Product: [C:42]([NH:18][C:19]1[CH:28]=[C:27]2[C:22]([CH:23]=[CH:24][CH:25]=[C:26]2[CH:29]2[CH2:33][CH2:32][N:31]([CH3:34])[CH2:30]2)=[CH:21][CH:20]=1)(=[O:49])[C:43]1[CH:48]=[CH:47][CH:46]=[CH:45][CH:44]=1. The catalyst class is: 7. (5) Reactant: [I:1][C:2]1[CH:3]=[C:4]([C:8]2[C:12]3[CH:13]=[CH:14][C:15]([O:19]C)=[C:16]([O:17]C)[C:11]=3[O:10][N:9]=2)[CH:5]=[CH:6][CH:7]=1.Cl.N1C=CC=CC=1.CCOC(C)=O. Product: [I:1][C:2]1[CH:3]=[C:4]([C:8]2[C:12]3[CH:13]=[CH:14][C:15]([OH:19])=[C:16]([OH:17])[C:11]=3[O:10][N:9]=2)[CH:5]=[CH:6][CH:7]=1. The catalyst class is: 6. (6) Reactant: Br[C:2]1[O:6][C:5]([CH2:7][O:8][CH3:9])=[C:4]([C:10]([O:12][CH3:13])=[O:11])[CH:3]=1.[CH3:14][O:15][C:16]1[CH:21]=[CH:20][C:19](B(O)O)=[CH:18][N:17]=1.C(=O)([O-])[O-].[Na+].[Na+].COCCOC. Product: [CH3:9][O:8][CH2:7][C:5]1[O:6][C:2]([C:19]2[CH:18]=[N:17][C:16]([O:15][CH3:14])=[CH:21][CH:20]=2)=[CH:3][C:4]=1[C:10]([O:12][CH3:13])=[O:11]. The catalyst class is: 103. (7) Reactant: [Cl:1][C:2]1[CH:3]=[C:4]([C:10]2([C:28]([F:31])([F:30])[F:29])[O:14][N:13]=[C:12]([C:15]3[CH:20]=[CH:19][C:18]([N:21]4[CH2:24][CH:23]([C:25]([OH:27])=O)[CH2:22]4)=[CH:17][CH:16]=3)[CH2:11]2)[CH:5]=[C:6]([Cl:9])[C:7]=1[Cl:8].C1C=C[C:35]2N(O)N=[N:38][C:36]=2[CH:37]=1.CCN(C(C)C)C(C)C.CCN=C=NCCCN(C)C.Cl.Cl.C1(N)CC1. Product: [CH:36]1([NH:38][C:25]([CH:23]2[CH2:22][N:21]([C:18]3[CH:19]=[CH:20][C:15]([C:12]4[CH2:11][C:10]([C:4]5[CH:5]=[C:6]([Cl:9])[C:7]([Cl:8])=[C:2]([Cl:1])[CH:3]=5)([C:28]([F:30])([F:31])[F:29])[O:14][N:13]=4)=[CH:16][CH:17]=3)[CH2:24]2)=[O:27])[CH2:37][CH2:35]1. The catalyst class is: 3.